From a dataset of Peptide-MHC class I binding affinity with 185,985 pairs from IEDB/IMGT. Regression. Given a peptide amino acid sequence and an MHC pseudo amino acid sequence, predict their binding affinity value. This is MHC class I binding data. (1) The peptide sequence is MRVLHLDLK. The MHC is HLA-B07:02 with pseudo-sequence HLA-B07:02. The binding affinity (normalized) is 0.0847. (2) The peptide sequence is FHYYMSDQL. The MHC is Mamu-B17 with pseudo-sequence Mamu-B17. The binding affinity (normalized) is 0.275.